Dataset: Reaction yield outcomes from USPTO patents with 853,638 reactions. Task: Predict the reaction yield, written as a fraction of the theoretical maximum amount of product (1.0 means a 100% yield; for example, 0.34 means a 34% yield). (1) The reactants are Cl[C:2]1[CH:7]=[C:6]([N:8]2[C:12]3[CH:13]=[C:14]([F:17])[CH:15]=[CH:16][C:11]=3[N:10]=[C:9]2[CH3:18])[N:5]=[C:4]([N:19]([C:22]2[CH:27]=[CH:26][C:25]([O:28][CH3:29])=[CH:24][CH:23]=2)C=O)[N:3]=1.[OH-].[NH4+:31]. The catalyst is CS(C)=O. The product is [F:17][C:14]1[CH:15]=[CH:16][C:11]2[N:10]=[C:9]([CH3:18])[N:8]([C:6]3[N:5]=[C:4]([NH:19][C:22]4[CH:23]=[CH:24][C:25]([O:28][CH3:29])=[CH:26][CH:27]=4)[N:3]=[C:2]([NH2:31])[CH:7]=3)[C:12]=2[CH:13]=1. The yield is 0.800. (2) The catalyst is C(Cl)(Cl)Cl. The product is [CH3:4][C:2]([C:5]1[CH:6]=[CH:7][C:8]([CH2:11][N:12]2[C:17](=[O:18])[C:16]([C:34]([NH:33][CH2:36][C:37]([OH:39])=[O:38])=[O:35])=[C:15]([OH:19])[N:14]([CH:20]([CH3:21])[CH3:22])[C:13]2=[O:23])=[CH:9][CH:10]=1)([CH3:1])[CH3:3]. The yield is 0.670. The reactants are [CH3:1][C:2]([C:5]1[CH:10]=[CH:9][C:8]([CH2:11][N:12]2[C:17](=[O:18])[CH2:16][C:15](=[O:19])[N:14]([CH:20]([CH3:22])[CH3:21])[C:13]2=[O:23])=[CH:7][CH:6]=1)([CH3:4])[CH3:3].C(N(C(C)C)CC)(C)C.[N:33]([CH2:36][C:37]([O:39]CC)=[O:38])=[C:34]=[O:35]. (3) The reactants are [CH3:1][C@H:2]1[CH2:7][O:6][CH2:5][CH2:4][NH:3]1.[C:8](Cl)(=[O:10])[NH2:9].CCN(C(C)C)C(C)C.[F:21][C:22]1[CH:23]=[CH:24][C:25]([NH:28]N)=[N:26][CH:27]=1. The catalyst is C(Cl)Cl. The product is [F:21][C:22]1[CH:23]=[CH:24][C:25]([NH:28][NH:9][C:8]([N:3]2[CH2:4][CH2:5][O:6][CH2:7][C@@H:2]2[CH3:1])=[O:10])=[N:26][CH:27]=1. The yield is 0.570. (4) The reactants are Br[C:2]1[C:10]([O:11][CH3:12])=[C:9]([C:13]([CH3:16])([CH3:15])[CH3:14])[CH:8]=[C:7]2[C:3]=1[CH2:4][CH:5]([CH3:18])[C:6]2=[O:17].[C:19]([C:23]1[CH:24]=[C:25](B(O)O)[CH:26]=[C:27]([C:29]([CH3:32])([CH3:31])[CH3:30])[CH:28]=1)([CH3:22])([CH3:21])[CH3:20].C([O-])([O-])=O.[Na+].[Na+].C1C=CC(P(C2C=CC=CC=2)C2C=CC=CC=2)=CC=1. The catalyst is CC([O-])=O.CC([O-])=O.[Pd+2].COCCOC.O. The product is [C:13]([C:9]1[CH:8]=[C:7]2[C:3]([CH2:4][CH:5]([CH3:18])[C:6]2=[O:17])=[C:2]([C:25]2[CH:24]=[C:23]([C:19]([CH3:21])([CH3:20])[CH3:22])[CH:28]=[C:27]([C:29]([CH3:32])([CH3:31])[CH3:30])[CH:26]=2)[C:10]=1[O:11][CH3:12])([CH3:16])([CH3:15])[CH3:14]. The yield is 0.430.